From a dataset of Forward reaction prediction with 1.9M reactions from USPTO patents (1976-2016). Predict the product of the given reaction. The product is: [Cl:24][C:17]1[CH:18]=[CH:19][N:14]([C:11]2[CH:12]=[CH:13][C:6]3[N:5]=[C:4]([CH:1]4[CH2:3][CH2:2]4)[N:8]([CH3:9])[C:7]=3[CH:10]=2)[C:15](=[O:21])[CH:16]=1. Given the reactants [CH:1]1([C:4]2[N:8]([CH3:9])[C:7]3[CH:10]=[C:11]([N:14]4[CH:19]=[CH:18][C:17](O)=[CH:16][C:15]4=[O:21])[CH:12]=[CH:13][C:6]=3[N:5]=2)[CH2:3][CH2:2]1.P(Cl)(Cl)([Cl:24])=O.CCOC(C)=O, predict the reaction product.